From a dataset of Reaction yield outcomes from USPTO patents with 853,638 reactions. Predict the reaction yield, written as a fraction of the theoretical maximum amount of product (1.0 means a 100% yield; for example, 0.34 means a 34% yield). (1) The reactants are Cl[C:2]1[C:14]2[C:13]3[C:8](=[CH:9][CH:10]=[CH:11][CH:12]=3)[NH:7][C:6]=2[N:5]=[C:4]([NH:15][C:16](=[O:21])[C:17]([CH3:20])([CH3:19])[CH3:18])[N:3]=1.[Br:22][C:23]1[CH:24]=[C:25]([CH:27]=[CH:28][CH:29]=1)[NH2:26]. No catalyst specified. The product is [Br:22][C:23]1[CH:24]=[C:25]([NH:26][C:2]2[C:14]3[C:13]4[C:8](=[CH:9][CH:10]=[CH:11][CH:12]=4)[NH:7][C:6]=3[N:5]=[C:4]([NH:15][C:16](=[O:21])[C:17]([CH3:20])([CH3:19])[CH3:18])[N:3]=2)[CH:27]=[CH:28][CH:29]=1. The yield is 0.800. (2) The reactants are [F:1][C:2]1[CH:7]=[CH:6][C:5]([CH2:8][C:9](Cl)=[O:10])=[CH:4][CH:3]=1.[S-:12][C:13]#[N:14].[NH4+]. The catalyst is CC#N. The product is [F:1][C:2]1[CH:7]=[CH:6][C:5]([CH2:8][C:9]([N:14]=[C:13]=[S:12])=[O:10])=[CH:4][CH:3]=1. The yield is 1.00. (3) The reactants are [Br:1][C:2]1[CH:3]=[CH:4][C:5]([CH3:9])=[C:6]([CH:8]=1)[NH2:7].[N:10]([O-])=O.[Na+].O.O.[Cl:16][Sn]Cl.[OH-].[Na+].CCOCC. The catalyst is Cl.O. The product is [ClH:16].[Br:1][C:2]1[CH:3]=[CH:4][C:5]([CH3:9])=[C:6]([NH:7][NH2:10])[CH:8]=1. The yield is 0.750. (4) The reactants are [Br:1][C:2]1[C:9]([CH3:10])=[CH:8][CH:7]=[CH:6][C:3]=1[CH2:4]Br.[C-:11]#[N:12].[K+]. The catalyst is CN(C)C=O. The product is [Br:1][C:2]1[C:9]([CH3:10])=[CH:8][CH:7]=[CH:6][C:3]=1[CH2:4][C:11]#[N:12]. The yield is 0.440. (5) The reactants are [Cl:1][C:2]([Cl:38])([Cl:37])[CH2:3][O:4][C:5]([C@@H:7]1[CH2:12][CH2:11][CH2:10][N:9]([C:13](=[O:36])[C@@H:14]([NH:21][C:22](=[O:35])[C@@H:23]([NH:27][C:28](OC(C)(C)C)=[O:29])[CH:24]([CH3:26])[CH3:25])[CH2:15][N:16]2[CH:20]=[CH:19][CH:18]=[N:17]2)[NH:8]1)=[O:6].FC(F)(F)C(O)=O.[C:46]([O:49][C@@H:50]([C:52]1[CH:61]=[CH:60][C:59]2[C:54](=[CH:55][C:56](/[CH:62]=[CH:63]/[C:64](C)([CH3:68])[C:65](O)=O)=[CH:57][CH:58]=2)[N:53]=1)[CH3:51])(=[O:48])[CH3:47].C(N(CC)C(C)C)(C)C.C[NH3+].F[P-](F)(F)(F)(F)F.N1(OC(N(C)C)=[N+](C)C)C2N=CC=CC=2N=N1.F[P-](F)(F)(F)(F)F. The catalyst is ClCCl.C(OCC)(=O)C. The product is [Cl:1][C:2]([Cl:37])([Cl:38])[CH2:3][O:4][C:5]([C@@H:7]1[CH2:12][CH2:11][CH2:10][N:9]([C:13](=[O:36])[C@@H:14]([NH:21][C:22](=[O:35])[C@@H:23]([NH:27][C:28](=[O:29])[C:64]([CH3:68])([CH3:65])/[CH:63]=[CH:62]/[C:56]2[CH:55]=[C:54]3[C:59]([CH:60]=[CH:61][C:52]([C@H:50]([O:49][C:46](=[O:48])[CH3:47])[CH3:51])=[N:53]3)=[CH:58][CH:57]=2)[CH:24]([CH3:25])[CH3:26])[CH2:15][N:16]2[CH:20]=[CH:19][CH:18]=[N:17]2)[NH:8]1)=[O:6]. The yield is 0.720. (6) The reactants are [Na:1].N1C(N)=C2C(N(C([C@@H]([C@H](CO)OCP(O)(O)=O)O)=O)C=N2)=NC=1.[N:25]1([C:33]([C@@H:35]([C@H:37]([CH2:50][OH:51])[O:38][CH2:39][P:40]([O:46]C(C)C)([O:42]C(C)C)=[O:41])[OH:36])=[O:34])[CH:32]=[CH:31][C:29]([NH2:30])=[N:28][C:26]1=[O:27]. No catalyst specified. The product is [Na:1].[N:25]1([C:33]([C@@H:35]([C@H:37]([CH2:50][OH:51])[O:38][CH2:39][P:40]([OH:42])([OH:46])=[O:41])[OH:36])=[O:34])[CH:32]=[CH:31][C:29]([NH2:30])=[N:28][C:26]1=[O:27]. The yield is 0.430.